This data is from HIV replication inhibition screening data with 41,000+ compounds from the AIDS Antiviral Screen. The task is: Binary Classification. Given a drug SMILES string, predict its activity (active/inactive) in a high-throughput screening assay against a specified biological target. The molecule is N#CC1=C(C#N)CCC2(C#N)C3C=CC(O3)C2(C#N)CC1. The result is 0 (inactive).